This data is from Forward reaction prediction with 1.9M reactions from USPTO patents (1976-2016). The task is: Predict the product of the given reaction. (1) Given the reactants [CH:1]([N:4]([CH3:23])[C:5]1[CH:22]=[CH:21][C:8]2[CH2:9][N:10](C(OC(C)(C)C)=O)[CH2:11][CH2:12][O:13][C:7]=2[CH:6]=1)([CH3:3])[CH3:2].C(OCC)(=O)C.[ClH:30], predict the reaction product. The product is: [ClH:30].[ClH:30].[CH:1]([N:4]([CH3:23])[C:5]1[CH:22]=[CH:21][C:8]2[CH2:9][NH:10][CH2:11][CH2:12][O:13][C:7]=2[CH:6]=1)([CH3:3])[CH3:2]. (2) Given the reactants C([O:3][C:4]([CH:6]([CH2:22][C:23]1[CH:28]=[CH:27][CH:26]=[CH:25][C:24]=1[N+:29]([O-])=O)[CH2:7][N:8]1[CH2:13][CH2:12][C:11]2([C:21]3[C:16](=[CH:17][CH:18]=[CH:19][CH:20]=3)[CH2:15][CH2:14]2)[CH2:10][CH2:9]1)=O)C, predict the reaction product. The product is: [O:3]=[C:4]1[CH:6]([CH2:7][N:8]2[CH2:13][CH2:12][C:11]3([C:21]4[C:16](=[CH:17][CH:18]=[CH:19][CH:20]=4)[CH2:15][CH2:14]3)[CH2:10][CH2:9]2)[CH2:22][C:23]2[C:24](=[CH:25][CH:26]=[CH:27][CH:28]=2)[NH:29]1. (3) The product is: [NH2:15][C:12]1[N:13]=[CH:14][C:9]([C:18]2[CH:55]=[CH:54][C:21]3=[N:22][CH:23]=[C:24]4[C:29]([N:28]([C:30]5[CH:35]=[CH:34][C:33]([N:36]6[CH2:37][CH2:38][N:39]([C:42]([O:44][C:45]([CH3:46])([CH3:47])[CH3:48])=[O:43])[CH2:40][CH2:41]6)=[C:32]([C:49]([F:51])([F:52])[F:50])[CH:31]=5)[C:27](=[O:53])[CH:26]=[CH:25]4)=[C:20]3[CH:19]=2)=[CH:10][CH:11]=1. Given the reactants CC1(C)C(C)(C)OB([C:9]2[CH:10]=[CH:11][C:12]([NH2:15])=[N:13][CH:14]=2)O1.Br[C:18]1[CH:55]=[CH:54][C:21]2=[N:22][CH:23]=[C:24]3[C:29]([N:28]([C:30]4[CH:35]=[CH:34][C:33]([N:36]5[CH2:41][CH2:40][N:39]([C:42]([O:44][C:45]([CH3:48])([CH3:47])[CH3:46])=[O:43])[CH2:38][CH2:37]5)=[C:32]([C:49]([F:52])([F:51])[F:50])[CH:31]=4)[C:27](=[O:53])[CH:26]=[CH:25]3)=[C:20]2[CH:19]=1, predict the reaction product.